Dataset: M1 muscarinic receptor agonist screen with 61,833 compounds. Task: Binary Classification. Given a drug SMILES string, predict its activity (active/inactive) in a high-throughput screening assay against a specified biological target. (1) The drug is S(CC(=O)N1C(Cc2c1cccc2)C)c1n(CC(=O)N2CCOCC2)c2c(n1)cccc2. The result is 0 (inactive). (2) The drug is Clc1ccc(C(=O)N2CCN(CC2)C(=O)c2occc2)cc1. The result is 0 (inactive).